Task: Regression. Given a peptide amino acid sequence and an MHC pseudo amino acid sequence, predict their binding affinity value. This is MHC class I binding data.. Dataset: Peptide-MHC class I binding affinity with 185,985 pairs from IEDB/IMGT (1) The peptide sequence is TLSERISSK. The MHC is HLA-A31:01 with pseudo-sequence HLA-A31:01. The binding affinity (normalized) is 0.284. (2) The MHC is HLA-A24:03 with pseudo-sequence HLA-A24:03. The peptide sequence is LPLKMLNIPSINVH. The binding affinity (normalized) is 0.0847. (3) The peptide sequence is TVMVKINPT. The MHC is HLA-A02:01 with pseudo-sequence HLA-A02:01. The binding affinity (normalized) is 0.283.